Dataset: Forward reaction prediction with 1.9M reactions from USPTO patents (1976-2016). Task: Predict the product of the given reaction. (1) Given the reactants Cl[C:2]1[C:7]([C:8]([F:11])([F:10])[F:9])=[CH:6][N:5]=[C:4]([NH:12][C:13]2[CH:27]=[CH:26][C:16]([CH2:17][P:18](=[O:25])([O:22][CH2:23][CH3:24])[O:19][CH2:20][CH3:21])=[CH:15][CH:14]=2)[N:3]=1.[NH2:28][C:29]1[CH:30]=[CH:31][C:32]([O:40][CH2:41][CH3:42])=[C:33]2[C:37]=1[C:36](=[O:38])[N:35]([CH3:39])[CH2:34]2, predict the reaction product. The product is: [CH2:41]([O:40][C:32]1[CH:31]=[CH:30][C:29]([NH:28][C:2]2[C:7]([C:8]([F:9])([F:10])[F:11])=[CH:6][N:5]=[C:4]([NH:12][C:13]3[CH:27]=[CH:26][C:16]([CH2:17][P:18](=[O:25])([O:22][CH2:23][CH3:24])[O:19][CH2:20][CH3:21])=[CH:15][CH:14]=3)[N:3]=2)=[C:37]2[C:33]=1[CH2:34][N:35]([CH3:39])[C:36]2=[O:38])[CH3:42]. (2) Given the reactants [CH:1]1([OH:6])[CH2:5][CH2:4][CH2:3][CH2:2]1.[Br:7][CH2:8][CH2:9][CH2:10][C:11](Cl)=[O:12].N1C=CC=CC=1, predict the reaction product. The product is: [Br:7][CH2:8][CH2:9][CH2:10][C:11]([O:6][CH:1]1[CH2:5][CH2:4][CH2:3][CH2:2]1)=[O:12]. (3) The product is: [F:1][C:2]1[CH:3]=[C:4]([NH:5][S:40]([CH:37]2[CH2:39][CH2:38]2)(=[O:42])=[O:41])[CH:6]=[CH:7][C:8]=1[C:9]1[C:18]2[C:13](=[CH:14][C:15]([O:21][CH2:22][CH2:23][CH2:24][N:25]3[CH2:30][CH2:29][CH2:28][CH2:27][CH2:26]3)=[C:16]([O:19][CH3:20])[CH:17]=2)[N:12]=[CH:11][N:10]=1. Given the reactants [F:1][C:2]1[CH:3]=[C:4]([CH:6]=[CH:7][C:8]=1[C:9]1[CH:18]2[CH:13]([CH:14]=[C:15]([O:21][CH2:22][CH2:23][CH2:24][N:25]3[CH2:30][CH2:29][CH2:28][CH2:27][CH2:26]3)[C:16]([O:19][CH3:20])=[CH:17]2)[N:12]=[CH:11][N:10]=1)[NH2:5].N1C=CC=CC=1.[CH:37]1([S:40](Cl)(=[O:42])=[O:41])[CH2:39][CH2:38]1, predict the reaction product.